Dataset: Full USPTO retrosynthesis dataset with 1.9M reactions from patents (1976-2016). Task: Predict the reactants needed to synthesize the given product. (1) Given the product [NH2:17][C:13]1[N:14]=[CH:15][N:16]=[C:11]([N:7]2[C:6]3[CH:18]=[C:2]([C:28]#[C:27][C@:25]([C:22]4[CH:21]=[C:20]([CH3:19])[O:24][N:23]=4)([OH:29])[CH3:26])[CH:3]=[CH:4][C:5]=3[N:9]=[C:8]2[CH3:10])[N:12]=1, predict the reactants needed to synthesize it. The reactants are: Br[C:2]1[CH:3]=[CH:4][C:5]2[N:9]=[C:8]([CH3:10])[N:7]([C:11]3[N:16]=[CH:15][N:14]=[C:13]([NH2:17])[N:12]=3)[C:6]=2[CH:18]=1.[CH3:19][C:20]1[O:24][N:23]=[C:22]([C@:25]([OH:29])([C:27]#[CH:28])[CH3:26])[CH:21]=1. (2) Given the product [CH:39]([S:2]([N:9]1[CH2:10][CH2:11][N:6]([C:12]2[CH:17]=[CH:16][C:15]([NH:18][C:19]([N:21]3[CH2:29][C:28]4[C:23](=[CH:24][CH:25]=[CH:26][CH:27]=4)[CH2:22]3)=[O:20])=[CH:14][CH:13]=2)[CH2:7][CH2:8]1)(=[O:4])=[O:3])([CH3:38])[CH3:31], predict the reactants needed to synthesize it. The reactants are: C[S:2](Cl)(=[O:4])=[O:3].[N:6]1([C:12]2[CH:17]=[CH:16][C:15]([NH:18][C:19]([N:21]3[CH2:29][C:28]4[C:23](=[CH:24][CH:25]=[CH:26][CH:27]=4)[CH2:22]3)=[O:20])=[CH:14][CH:13]=2)[CH2:11][CH2:10][NH:9][CH2:8][CH2:7]1.N[C:31]1C=C2C(=[CH:38][CH:39]=1)CN(C(NC1C=CC(C(=O)NCCC)=CC=1)=O)C2. (3) Given the product [CH3:33][C:28]1([CH3:34])[C:29]([CH3:32])([CH3:31])[O:30][B:26]([C:2]2[CH:7]=[CH:6][C:5]([C:8]3[CH:13]=[CH:12][C:11]([O:14][CH2:15][CH2:16][CH2:17][CH2:18][O:19][CH:20]4[CH2:25][CH2:24][CH2:23][CH2:22][O:21]4)=[CH:10][CH:9]=3)=[CH:4][CH:3]=2)[O:27]1.[BH:26]([OH:30])[OH:27], predict the reactants needed to synthesize it. The reactants are: Br[C:2]1[CH:7]=[CH:6][C:5]([C:8]2[CH:13]=[CH:12][C:11]([O:14][CH2:15][CH2:16][CH2:17][CH2:18][O:19][CH:20]3[CH2:25][CH2:24][CH2:23][CH2:22][O:21]3)=[CH:10][CH:9]=2)=[CH:4][CH:3]=1.[B:26]1([B:26]2[O:30][C:29]([CH3:32])([CH3:31])[C:28]([CH3:34])([CH3:33])[O:27]2)[O:30][C:29]([CH3:32])([CH3:31])[C:28]([CH3:34])([CH3:33])[O:27]1.C([O-])(=O)C.[K+]. (4) Given the product [Cl:1][C:2]1[CH:7]=[CH:6][CH:5]=[C:4]([F:8])[C:3]=1[C:9]1[NH:10][C:11](=[O:22])[N:12]([C:14]2[CH:19]=[CH:18][C:17]([C:20]#[C:21][C:27]3[CH:26]=[N:25][C:24]([F:23])=[CH:29][CH:28]=3)=[CH:16][CH:15]=2)[N:13]=1, predict the reactants needed to synthesize it. The reactants are: [Cl:1][C:2]1[CH:7]=[CH:6][CH:5]=[C:4]([F:8])[C:3]=1[C:9]1[NH:10][C:11](=[O:22])[N:12]([C:14]2[CH:19]=[CH:18][C:17]([C:20]#[CH:21])=[CH:16][CH:15]=2)[N:13]=1.[F:23][C:24]1[CH:29]=[CH:28][C:27](I)=[CH:26][N:25]=1.CCCC[N+](CCCC)(CCCC)CCCC.[F-]. (5) Given the product [C:1]12([NH:11][CH2:20][C:13]3[S:12][C:16]4[S:17][CH:18]=[CH:19][C:15]=4[CH:14]=3)[CH2:8][CH:7]3[CH2:6][CH:5]([CH2:4][CH:3]([CH2:9]3)[CH2:2]1)[CH2:10]2, predict the reactants needed to synthesize it. The reactants are: [C:1]12([NH2:11])[CH2:10][CH:5]3[CH2:6][CH:7]([CH2:9][CH:3]([CH2:4]3)[CH2:2]1)[CH2:8]2.[S:12]1[C:16]2[S:17][CH:18]=[CH:19][C:15]=2[CH:14]=[C:13]1[C:20](O)=O.